From a dataset of Reaction yield outcomes from USPTO patents with 853,638 reactions. Predict the reaction yield, written as a fraction of the theoretical maximum amount of product (1.0 means a 100% yield; for example, 0.34 means a 34% yield). (1) The reactants are [N:1]1[C:11]2[N:10]([CH2:12][CH2:13][CH2:14][NH2:15])[C:9]3[CH:16]=[CH:17][CH:18]=[CH:19][C:8]=3[CH2:7][CH2:6][C:5]=2[CH:4]=[CH:3][CH:2]=1.CCN(CC)CC.[Cl:27][C:28]1[CH:33]=[CH:32][C:31]([S:34](Cl)(=[O:36])=[O:35])=[CH:30][CH:29]=1. The catalyst is CN(C=O)C. The product is [N:1]1[C:11]2[N:10]([CH2:12][CH2:13][CH2:14][NH:15][S:34]([C:31]3[CH:32]=[CH:33][C:28]([Cl:27])=[CH:29][CH:30]=3)(=[O:36])=[O:35])[C:9]3[CH:16]=[CH:17][CH:18]=[CH:19][C:8]=3[CH2:7][CH2:6][C:5]=2[CH:4]=[CH:3][CH:2]=1. The yield is 0.490. (2) The reactants are [NH2:1][C:2]1[N:6]([C:7]2[CH:8]=[CH:9][C:10]([F:15])=[C:11]([CH:14]=2)[C:12]#[N:13])[N:5]=[C:4]([CH:16]([CH3:18])[CH3:17])[CH:3]=1.C[Si]([N-][Si](C)(C)C)(C)C.[Li+].Cl[C:30]([O:32][C:33]([CH3:35])=[CH2:34])=[O:31].Cl. The catalyst is C1COCC1. The product is [C:12]([C:11]1[CH:14]=[C:7]([N:6]2[C:2]([NH:1][C:30](=[O:31])[O:32][C:33]([CH3:35])=[CH2:34])=[CH:3][C:4]([CH:16]([CH3:18])[CH3:17])=[N:5]2)[CH:8]=[CH:9][C:10]=1[F:15])#[N:13]. The yield is 1.00. (3) The reactants are [N:1]1([C:7]([NH:9][C:10]2([C:16]([O:18]CC3C=CC=CC=3)=[O:17])[CH2:15][CH2:14][CH2:13][CH2:12][CH2:11]2)=[O:8])[CH2:6][CH2:5][O:4][CH2:3][CH2:2]1. The catalyst is CO.[Pd]. The product is [N:1]1([C:7]([NH:9][C:10]2([C:16]([OH:18])=[O:17])[CH2:15][CH2:14][CH2:13][CH2:12][CH2:11]2)=[O:8])[CH2:6][CH2:5][O:4][CH2:3][CH2:2]1. The yield is 1.00. (4) The reactants are [CH2:1]([N:8]1[C:13](=[O:14])[C:12]2[C:15]([CH3:18])=[N:16][S:17][C:11]=2[N:10]=[C:9]1[CH:19](Br)[CH2:20][CH3:21])[C:2]1[CH:7]=[CH:6][CH:5]=[CH:4][CH:3]=1.[NH3:23]. The catalyst is CO. The product is [NH2:23][CH:19]([C:9]1[N:8]([CH2:1][C:2]2[CH:7]=[CH:6][CH:5]=[CH:4][CH:3]=2)[C:13](=[O:14])[C:12]2[C:15]([CH3:18])=[N:16][S:17][C:11]=2[N:10]=1)[CH2:20][CH3:21]. The yield is 1.00. (5) The reactants are [C:1]([O:5][C:6]([N:8]1[CH2:13][CH2:12][CH:11]([N:14]([C:22]2[CH:23]=[C:24]3[C:28](=[CH:29][CH:30]=2)[N:27](C(OC(C)(C)C)=O)[CH:26]=[CH:25]3)C(OC(C)(C)C)=O)[CH2:10][CH2:9]1)=[O:7])([CH3:4])([CH3:3])[CH3:2].B(OC(C)C)(OC(C)C)OC(C)C.[Li+].CC([N-]C(C)C)C.CCCCCCC.C1COCC1.C(C1C=CC=CC=1)C. The catalyst is C1COCC1. The product is [C:1]([O:5][C:6]([N:8]1[CH2:13][CH2:12][CH:11]([NH:14][C:22]2[CH:23]=[C:24]3[C:28](=[CH:29][CH:30]=2)[NH:27][CH:26]=[CH:25]3)[CH2:10][CH2:9]1)=[O:7])([CH3:4])([CH3:2])[CH3:3]. The yield is 0.620. (6) The reactants are [C:1]1([NH:11][C:12](=[O:18])[CH2:13][CH2:14][C:15]([OH:17])=O)[C:10]2[C:5](=[CH:6][CH:7]=[CH:8][CH:9]=2)[CH:4]=[CH:3][CH:2]=1.C1CCC(N=C=NC2CCCCC2)CC1.[NH2:34][CH2:35][CH2:36][C:37]([OH:39])=[O:38]. The catalyst is O1CCOCC1. The product is [C:1]1([NH:11][C:12](=[O:18])[CH2:13][CH2:14][C:15]([NH:34][CH2:35][CH2:36][C:37]([OH:39])=[O:38])=[O:17])[C:10]2[C:5](=[CH:6][CH:7]=[CH:8][CH:9]=2)[CH:4]=[CH:3][CH:2]=1. The yield is 0.400. (7) The yield is 0.200. The catalyst is CN(C=O)C.C1C=CC([P]([Pd]([P](C2C=CC=CC=2)(C2C=CC=CC=2)C2C=CC=CC=2)([P](C2C=CC=CC=2)(C2C=CC=CC=2)C2C=CC=CC=2)[P](C2C=CC=CC=2)(C2C=CC=CC=2)C2C=CC=CC=2)(C2C=CC=CC=2)C2C=CC=CC=2)=CC=1.[Cu]I. The product is [CH3:24][O:25][C:26](=[O:55])[NH:27][CH:28]([C:32]([N:34]1[CH2:38][CH2:37][CH2:36][CH:35]1[C:39]1[NH:40][C:41]([C:44]2[CH:53]=[CH:52][C:51]3[C:46](=[CH:47][CH:48]=[C:49]([C:22]#[C:21][C:18]4[NH:17][C:16]([CH:12]5[CH2:13][CH2:14][CH2:15][N:11]5[C:9](=[O:10])[CH:5]([NH:4][C:3]([O:2][CH3:1])=[O:23])[CH:6]([CH3:8])[CH3:7])=[N:20][CH:19]=4)[CH:50]=3)[CH:45]=2)=[CH:42][N:43]=1)=[O:33])[CH:29]([CH3:31])[CH3:30]. The reactants are [CH3:1][O:2][C:3](=[O:23])[NH:4][CH:5]([C:9]([N:11]1[CH2:15][CH2:14][CH2:13][CH:12]1[C:16]1[NH:17][C:18]([C:21]#[CH:22])=[CH:19][N:20]=1)=[O:10])[CH:6]([CH3:8])[CH3:7].[CH3:24][O:25][C:26](=[O:55])[NH:27][CH:28]([C:32]([N:34]1[CH2:38][CH2:37][CH2:36][CH:35]1[C:39]1[NH:40][C:41]([C:44]2[CH:53]=[CH:52][C:51]3[C:46](=[CH:47][CH:48]=[C:49](Br)[CH:50]=3)[CH:45]=2)=[CH:42][N:43]=1)=[O:33])[CH:29]([CH3:31])[CH3:30].C(N(CC)CC)C.